Predict which catalyst facilitates the given reaction. From a dataset of Catalyst prediction with 721,799 reactions and 888 catalyst types from USPTO. (1) Reactant: [F:1][C:2]1[CH:3]=[C:4]([CH:18]([NH:24][C:25]([C@@H:27]2[CH2:32][CH2:31][CH2:30][N:29]([C:33](=[O:49])[CH2:34][CH2:35][CH:36]3[CH2:41][CH2:40][N:39]([C:42]([O:44][C:45]([CH3:48])([CH3:47])[CH3:46])=[O:43])[CH2:38][CH2:37]3)[CH2:28]2)=[O:26])[CH2:19][C:20]([O:22]C)=[O:21])[CH:5]=[C:6]([C:8]2[CH:13]=[CH:12][C:11]([O:14][CH2:15][CH2:16][F:17])=[CH:10][CH:9]=2)[CH:7]=1.[OH-].[Na+]. Product: [C:45]([O:44][C:42]([N:39]1[CH2:38][CH2:37][CH:36]([CH2:35][CH2:34][C:33]([N:29]2[CH2:30][CH2:31][CH2:32][C@@H:27]([C:25]([NH:24][CH:18]([C:4]3[CH:5]=[C:6]([C:8]4[CH:9]=[CH:10][C:11]([O:14][CH2:15][CH2:16][F:17])=[CH:12][CH:13]=4)[CH:7]=[C:2]([F:1])[CH:3]=3)[CH2:19][C:20]([OH:22])=[O:21])=[O:26])[CH2:28]2)=[O:49])[CH2:41][CH2:40]1)=[O:43])([CH3:48])([CH3:47])[CH3:46]. The catalyst class is: 30. (2) Reactant: [F:1][C:2]([F:25])([F:24])[C:3]1[CH:19]=[C:18]([C:20]([F:23])([F:22])[F:21])[CH:17]=[CH:16][C:4]=1[CH2:5][O:6][C:7]1[CH:14]=[CH:13][C:10]([CH:11]=O)=[C:9]([CH3:15])[CH:8]=1.[S:26]1[CH2:30][C:29](=[O:31])[NH:28][C:27]1=[O:32].N1CCCCC1. Product: [F:1][C:2]([F:24])([F:25])[C:3]1[CH:19]=[C:18]([C:20]([F:23])([F:22])[F:21])[CH:17]=[CH:16][C:4]=1[CH2:5][O:6][C:7]1[CH:14]=[CH:13][C:10](/[CH:11]=[C:30]2/[C:29](=[O:31])[NH:28][C:27](=[O:32])[S:26]/2)=[C:9]([CH3:15])[CH:8]=1. The catalyst class is: 8. (3) Reactant: [Cl-].[NH4+:2].[Cl-].C[Al](C)C.[CH3:8][C:9]1[C:18]2[C:13](=[CH:14][CH:15]=[CH:16][CH:17]=2)[N:12]=[C:11]([NH:19][C:20]#[N:21])[N:10]=1. Product: [CH3:8][C:9]1[C:18]2[C:13](=[CH:14][CH:15]=[CH:16][CH:17]=2)[N:12]=[C:11]([NH:19][C:20]([NH2:2])=[NH:21])[N:10]=1. The catalyst class is: 648. (4) Reactant: [CH:1]([C:3]1[CH:8]=[C:7]([O:9][CH3:10])[CH:6]=[CH:5][C:4]=1[NH:11][CH:12]=O)=O.[NH2:14][C@H:15]([C:21]([OH:23])=[O:22])[CH2:16][CH2:17][C:18](=[O:20])[NH2:19].[BH4-].[Na+]. Product: [C:18]([CH2:17][CH2:16][CH:15]([N:14]1[CH2:1][C:3]2[C:4](=[CH:5][CH:6]=[C:7]([O:9][CH3:10])[CH:8]=2)[N:11]=[CH:12]1)[C:21]([OH:23])=[O:22])(=[O:20])[NH2:19]. The catalyst class is: 273. (5) The catalyst class is: 310. Product: [N+:1]([C:4]1[CH:18]=[CH:17][C:16]([O:19][C:20]([F:21])([F:22])[F:23])=[CH:15][C:5]=1[C:6]([NH:8][CH2:9][C:10]([OH:12])=[O:11])=[O:7])([O-:3])=[O:2]. Reactant: [N+:1]([C:4]1[CH:18]=[CH:17][C:16]([O:19][C:20]([F:23])([F:22])[F:21])=[CH:15][C:5]=1[C:6]([NH:8][CH2:9][C:10]([O:12]CC)=[O:11])=[O:7])([O-:3])=[O:2].[OH-].[Na+].O.